From a dataset of Reaction yield outcomes from USPTO patents with 853,638 reactions. Predict the reaction yield, written as a fraction of the theoretical maximum amount of product (1.0 means a 100% yield; for example, 0.34 means a 34% yield). (1) The catalyst is O.C(Cl)Cl.CO. The yield is 0.450. The product is [O:8]=[C:4]1[CH:3]=[C:2]([O:1][CH:14]2[CH2:19][CH2:18][N:17]([C:20]([O:22][C:23]([CH3:26])([CH3:25])[CH3:24])=[O:21])[CH2:16][CH2:15]2)[CH:7]=[CH:6][NH:5]1. The reactants are [OH:1][C:2]1[CH:7]=[CH:6][NH:5][C:4](=[O:8])[CH:3]=1.CS(O[CH:14]1[CH2:19][CH2:18][N:17]([C:20]([O:22][C:23]([CH3:26])([CH3:25])[CH3:24])=[O:21])[CH2:16][CH2:15]1)(=O)=O.C([O-])([O-])=O.[K+].[K+].CS(C)=O. (2) The reactants are ClC(OCC(Cl)(Cl)Cl)=O.C(N(CC)CC)C.[CH:17]([C:20]1[CH:25]=[CH:24][C:23]([CH:26]2[C:30]3[C:31]([CH3:45])=[C:32]([NH:36][C:37](=O)[O:38]CC(Cl)(Cl)Cl)[C:33]([CH3:35])=[CH:34][C:29]=3[O:28][CH2:27]2)=[CH:22][CH:21]=1)([CH3:19])[CH3:18].[C:46]([NH2:50])([CH3:49])([CH3:48])[CH3:47]. The catalyst is CS(C)=O.O. The product is [C:46]([NH:50][C:37]([NH:36][C:32]1[C:33]([CH3:35])=[CH:34][C:29]2[O:28][CH2:27][C@H:26]([C:23]3[CH:24]=[CH:25][C:20]([CH:17]([CH3:19])[CH3:18])=[CH:21][CH:22]=3)[C:30]=2[C:31]=1[CH3:45])=[O:38])([CH3:49])([CH3:48])[CH3:47]. The yield is 0.880. (3) The reactants are [C:1](Cl)(=[O:4])[CH:2]=[CH2:3].[CH3:6][N:7]([CH3:39])[CH2:8][CH2:9][N:10]([CH3:38])[C:11]1[C:12]([NH2:37])=[CH:13][C:14]([NH:19][C:20]2[N:25]=[C:24]([C:26]3[C:34]4[C:29](=[CH:30][CH:31]=[CH:32][CH:33]=4)[N:28]([CH3:35])[CH:27]=3)[C:23]([CH3:36])=[CH:22][N:21]=2)=[C:15]([O:17][CH3:18])[CH:16]=1.CCN(C(C)C)C(C)C. The catalyst is C1COCC1.O. The product is [CH3:39][N:7]([CH3:6])[CH2:8][CH2:9][N:10]([CH3:38])[C:11]1[CH:16]=[C:15]([O:17][CH3:18])[C:14]([NH:19][C:20]2[N:25]=[C:24]([C:26]3[C:34]4[C:29](=[CH:30][CH:31]=[CH:32][CH:33]=4)[N:28]([CH3:35])[CH:27]=3)[C:23]([CH3:36])=[CH:22][N:21]=2)=[CH:13][C:12]=1[NH:37][C:1](=[O:4])[CH:2]=[CH2:3]. The yield is 0.570.